This data is from Catalyst prediction with 721,799 reactions and 888 catalyst types from USPTO. The task is: Predict which catalyst facilitates the given reaction. (1) Reactant: [F:1][C:2]1[C:3]([I:31])=[C:4]2[C:14]3[C:9](=[CH:10][N:11]=[C:12]([C:15]4[CH:16]=[N:17][CH:18]=[CH:19][CH:20]=4)[CH:13]=3)[N:8](S(C3C=CC(C)=CC=3)(=O)=O)[C:5]2=[N:6][CH:7]=1.[OH-].[Li+].Cl. Product: [F:1][C:2]1[C:3]([I:31])=[C:4]2[C:14]3[C:9](=[CH:10][N:11]=[C:12]([C:15]4[CH:16]=[N:17][CH:18]=[CH:19][CH:20]=4)[CH:13]=3)[NH:8][C:5]2=[N:6][CH:7]=1. The catalyst class is: 364. (2) Reactant: [CH2:1]([N:8]1[C:12]2[CH:13]=[C:14]([NH2:21])[C:15]3[N:16]([C:17]([CH3:20])=[N:18][N:19]=3)[C:11]=2[CH:10]=[C:9]1[CH3:22])[C:2]1[CH:7]=[CH:6][CH:5]=[CH:4][CH:3]=1.[C:23](Cl)(=[O:25])[CH3:24].C(N(CC)C(C)C)(C)C. Product: [CH2:1]([N:8]1[C:12]2[CH:13]=[C:14]([NH:21][C:23](=[O:25])[CH3:24])[C:15]3[N:16]([C:17]([CH3:20])=[N:18][N:19]=3)[C:11]=2[CH:10]=[C:9]1[CH3:22])[C:2]1[CH:3]=[CH:4][CH:5]=[CH:6][CH:7]=1. The catalyst class is: 7.